Dataset: Reaction yield outcomes from USPTO patents with 853,638 reactions. Task: Predict the reaction yield, written as a fraction of the theoretical maximum amount of product (1.0 means a 100% yield; for example, 0.34 means a 34% yield). (1) The reactants are [Cl:1][C:2]1[CH:3]=[CH:4][C:5]([CH2:8][O:9][C:10]2[CH:15]=[CH:14][N:13]([C:16]3[CH:17]=[N:18][C:19](I)=[CH:20][CH:21]=3)[C:12](=[O:23])[CH:11]=2)=[N:6][CH:7]=1.[O:24]=[C:25]1[C:28]2([CH2:33][CH2:32][N:31]([C:34]([O:36][C:37]([CH3:40])([CH3:39])[CH3:38])=[O:35])[CH2:30][CH2:29]2)[CH2:27][NH:26]1.CN(C)[C@H]1CCCC[C@@H]1N.P([O-])([O-])([O-])=O.[K+].[K+].[K+]. The catalyst is CS(C)=O.[Cu](I)I. The product is [Cl:1][C:2]1[CH:3]=[CH:4][C:5]([CH2:8][O:9][C:10]2[CH:15]=[CH:14][N:13]([C:16]3[CH:17]=[N:18][C:19]([N:26]4[CH2:27][C:28]5([CH2:33][CH2:32][N:31]([C:34]([O:36][C:37]([CH3:39])([CH3:38])[CH3:40])=[O:35])[CH2:30][CH2:29]5)[C:25]4=[O:24])=[CH:20][CH:21]=3)[C:12](=[O:23])[CH:11]=2)=[N:6][CH:7]=1. The yield is 0.289. (2) The catalyst is CN(C)C1C=CN=CC=1.ClCCl. The reactants are [C:1]1([CH3:11])[CH:6]=[CH:5][C:4]([S:7](Cl)(=[O:9])=[O:8])=[CH:3][CH:2]=1.C(N(CC)CC)C.[F:19][C:20]1[CH:25]=[C:24]([N+:26]([O-:28])=[O:27])[CH:23]=[CH:22][C:21]=1[N:29]1[CH2:34][CH2:33][CH:32]([CH2:35][CH2:36][OH:37])[CH2:31][CH2:30]1.O. The product is [F:19][C:20]1[CH:25]=[C:24]([N+:26]([O-:28])=[O:27])[CH:23]=[CH:22][C:21]=1[N:29]1[CH2:30][CH2:31][CH:32]([CH2:35][CH2:36][O:37][S:7]([C:4]2[CH:5]=[CH:6][C:1]([CH3:11])=[CH:2][CH:3]=2)(=[O:9])=[O:8])[CH2:33][CH2:34]1. The yield is 0.520. (3) The reactants are [Br:1][C:2]1[CH:6]=[N:5][N:4]([CH:7]([CH3:9])[CH3:8])[C:3]=1[C:10]1[CH:11]=[C:12]([NH2:18])[CH:13]=[CH:14][C:15]=1[O:16][CH3:17].[Cl:19][C:20]1[CH:21]=[C:22]([N:27]=[C:28]=[O:29])[CH:23]=[CH:24][C:25]=1[F:26]. The catalyst is C(Cl)Cl. The product is [Br:1][C:2]1[CH:6]=[N:5][N:4]([CH:7]([CH3:9])[CH3:8])[C:3]=1[C:10]1[CH:11]=[C:12]([NH:18][C:28]([NH:27][C:22]2[CH:23]=[CH:24][C:25]([F:26])=[C:20]([Cl:19])[CH:21]=2)=[O:29])[CH:13]=[CH:14][C:15]=1[O:16][CH3:17]. The yield is 0.540. (4) The reactants are [CH3:1][O:2][C:3](=[O:12])[C:4]([C:10]#[N:11])=[CH:5][CH2:6][CH:7]([CH3:9])[CH3:8].[N+]([CH3:16])([O-])=O. The catalyst is C(#N)C. The product is [CH3:1][O:2][C:3]([C:4]1([C:10]#[N:11])[CH2:16][CH:5]1[CH2:6][CH:7]([CH3:9])[CH3:8])=[O:12]. The yield is 0.690. (5) The reactants are [CH2:1]([O:3][N:4]=[CH:5][C:6]1[CH:11]=[CH:10][C:9]([F:12])=[CH:8][CH:7]=1)[CH3:2].C([BH3-])#N.[Na+]. No catalyst specified. The product is [CH2:1]([O:3][NH:4][CH2:5][C:6]1[CH:7]=[CH:8][C:9]([F:12])=[CH:10][CH:11]=1)[CH3:2]. The yield is 0.740. (6) The reactants are [OH:1][C@@:2]1([C:9]#[C:10][C:11]2[CH:12]=[C:13]([N:21]3[C:25]4=[N:26][CH:27]=[CH:28][CH:29]=[C:24]4[C:23]([C:30]([O:32]C)=O)=[N:22]3)[CH:14]=[C:15]([C:17]([F:20])([F:19])[F:18])[CH:16]=2)[CH2:6][CH2:5][N:4]([CH3:7])[C:3]1=[O:8].[NH3:34]. The catalyst is CO. The yield is 0.120. The product is [OH:1][C@@:2]1([C:9]#[C:10][C:11]2[CH:12]=[C:13]([N:21]3[C:25]4=[N:26][CH:27]=[CH:28][CH:29]=[C:24]4[C:23]([C:30]([NH2:34])=[O:32])=[N:22]3)[CH:14]=[C:15]([C:17]([F:18])([F:19])[F:20])[CH:16]=2)[CH2:6][CH2:5][N:4]([CH3:7])[C:3]1=[O:8]. (7) The reactants are Br[C:2]1[C:8]([C:9]([F:12])([F:11])[F:10])=[CH:7][C:5]([NH2:6])=[CH:4][C:3]=1[Cl:13].[CH3:14][C:15]1([NH:18][S:19]([C:22]2[CH:27]=[CH:26][C:25](B(O)O)=[CH:24][CH:23]=2)(=[O:21])=[O:20])[CH2:17][CH2:16]1.C([O-])([O-])=O.[Na+].[Na+]. The catalyst is O1CCOCC1.C1C=CC([P]([Pd]([P](C2C=CC=CC=2)(C2C=CC=CC=2)C2C=CC=CC=2)([P](C2C=CC=CC=2)(C2C=CC=CC=2)C2C=CC=CC=2)[P](C2C=CC=CC=2)(C2C=CC=CC=2)C2C=CC=CC=2)(C2C=CC=CC=2)C2C=CC=CC=2)=CC=1. The product is [NH2:6][C:5]1[CH:7]=[C:8]([C:9]([F:12])([F:11])[F:10])[C:2]([C:25]2[CH:26]=[CH:27][C:22]([S:19]([NH:18][C:15]3([CH3:14])[CH2:17][CH2:16]3)(=[O:21])=[O:20])=[CH:23][CH:24]=2)=[C:3]([Cl:13])[CH:4]=1. The yield is 0.370. (8) The reactants are Cl[C:2]1[CH:3]=[C:4]([C:14]([NH:16][CH2:17][C:18]2[C:19](=[O:26])[NH:20][C:21]([CH3:25])=[CH:22][C:23]=2[CH3:24])=[O:15])[C:5]2[CH:10]=[N:9][N:8]([CH:11]([CH3:13])[CH3:12])[C:6]=2[N:7]=1.[C:27]([NH:30][C:31]1[CH:36]=[CH:35][C:34](B(O)O)=[CH:33][CH:32]=1)(=[O:29])[CH3:28].C(=O)(O)[O-].[Na+].O. The catalyst is COCCOC.O.C1C=CC(P(C2C=CC=CC=2)[C-]2C=CC=C2)=CC=1.C1C=CC(P(C2C=CC=CC=2)[C-]2C=CC=C2)=CC=1.Cl[Pd]Cl.[Fe+2].C(Cl)Cl. The product is [C:27]([NH:30][C:31]1[CH:36]=[CH:35][C:34]([C:2]2[CH:3]=[C:4]([C:14]([NH:16][CH2:17][C:18]3[C:19](=[O:26])[NH:20][C:21]([CH3:25])=[CH:22][C:23]=3[CH3:24])=[O:15])[C:5]3[CH:10]=[N:9][N:8]([CH:11]([CH3:13])[CH3:12])[C:6]=3[N:7]=2)=[CH:33][CH:32]=1)(=[O:29])[CH3:28]. The yield is 0.520.